From a dataset of Catalyst prediction with 721,799 reactions and 888 catalyst types from USPTO. Predict which catalyst facilitates the given reaction. Reactant: C[O:2][C:3](=[O:38])[CH:4]([O:36][CH3:37])[CH2:5][C:6]1[CH:15]=[C:14]([O:16][CH2:17][CH2:18][C:19]2[C:20]([CH3:35])=[N:21][C:22]([C:25]3[CH:30]=[CH:29][C:28]([C:31]([F:34])([F:33])[F:32])=[CH:27][CH:26]=3)=[CH:23][CH:24]=2)[C:13]2[C:8](=[CH:9][CH:10]=[CH:11][CH:12]=2)[CH:7]=1.[Li+].[OH-]. Product: [CH3:37][O:36][CH:4]([CH2:5][C:6]1[CH:15]=[C:14]([O:16][CH2:17][CH2:18][C:19]2[C:20]([CH3:35])=[N:21][C:22]([C:25]3[CH:30]=[CH:29][C:28]([C:31]([F:32])([F:34])[F:33])=[CH:27][CH:26]=3)=[CH:23][CH:24]=2)[C:13]2[C:8](=[CH:9][CH:10]=[CH:11][CH:12]=2)[CH:7]=1)[C:3]([OH:38])=[O:2]. The catalyst class is: 36.